Dataset: Forward reaction prediction with 1.9M reactions from USPTO patents (1976-2016). Task: Predict the product of the given reaction. (1) Given the reactants C[O:2][C:3](=[O:38])[CH2:4][CH:5]1[N:10]([C:11]([C:13]2[CH:17]=[C:16]([CH3:18])[N:15]([C:19]3[CH:24]=[CH:23][CH:22]=[CH:21][CH:20]=3)[C:14]=2[C:25]2[CH:30]=[CH:29][CH:28]=[CH:27][CH:26]=2)=[O:12])[CH2:9][CH2:8][N:7]([C:31]([O:33][C:34]([CH3:37])([CH3:36])[CH3:35])=[O:32])[CH2:6]1.[OH-].[Li+].O.Cl, predict the reaction product. The product is: [C:34]([O:33][C:31]([N:7]1[CH2:8][CH2:9][N:10]([C:11]([C:13]2[CH:17]=[C:16]([CH3:18])[N:15]([C:19]3[CH:20]=[CH:21][CH:22]=[CH:23][CH:24]=3)[C:14]=2[C:25]2[CH:26]=[CH:27][CH:28]=[CH:29][CH:30]=2)=[O:12])[CH:5]([CH2:4][C:3]([OH:38])=[O:2])[CH2:6]1)=[O:32])([CH3:37])([CH3:35])[CH3:36]. (2) Given the reactants [Cl:1][C:2]1[CH:3]=[C:4]([C:30]2[CH2:31][CH2:32][C:33](=[O:36])[NH:34][N:35]=2)[CH:5]=[CH:6][C:7]=1[O:8][CH2:9][CH2:10][CH2:11][O:12][CH2:13][CH2:14][C:15]1[CH:20]=[CH:19][C:18]([O:21][CH2:22][C@@H:23]([OH:29])[CH2:24][NH:25][CH:26]([CH3:28])[CH3:27])=[CH:17][CH:16]=1.[C:37](N)(C)(C)C, predict the reaction product. The product is: [C:26]([NH:25][CH2:24][C@H:23]([OH:29])[CH2:22][O:21][C:18]1[CH:19]=[CH:20][C:15]([CH2:14][CH2:13][O:12][CH2:11][CH2:10][CH2:9][O:8][C:7]2[CH:6]=[CH:5][C:4]([C:30]3[CH2:31][CH2:32][C:33](=[O:36])[NH:34][N:35]=3)=[CH:3][C:2]=2[Cl:1])=[CH:16][CH:17]=1)([CH3:37])([CH3:28])[CH3:27]. (3) Given the reactants C(C1C=C(C2ON=C(C3C=C(C)C(OCC(O)CNC(=O)CO)=C(C)C=3)N=2)C=CC=1)=O.[CH:32]([C:34]1[CH:35]=[C:36]([CH:40]=[CH:41][C:42]=1[CH2:43][CH3:44])[C:37]([OH:39])=O)=[O:33].[CH2:45]([C:47]1[CH:62]=[C:61]([C:63](=[NH:66])[NH:64]O)[CH:60]=[C:59]([CH3:67])[C:48]=1[O:49][CH2:50][C@@H:51]([OH:58])[CH2:52][NH:53][C:54](=[O:57])[CH2:55][OH:56])[CH3:46], predict the reaction product. The product is: [CH2:45]([C:47]1[CH:62]=[C:61]([C:63]2[N:66]=[C:37]([C:36]3[CH:40]=[CH:41][C:42]([CH2:43][CH3:44])=[C:34]([CH:32]=[O:33])[CH:35]=3)[O:39][N:64]=2)[CH:60]=[C:59]([CH3:67])[C:48]=1[O:49][CH2:50][C@@H:51]([OH:58])[CH2:52][NH:53][C:54](=[O:57])[CH2:55][OH:56])[CH3:46].